This data is from Peptide-MHC class I binding affinity with 185,985 pairs from IEDB/IMGT. The task is: Regression. Given a peptide amino acid sequence and an MHC pseudo amino acid sequence, predict their binding affinity value. This is MHC class I binding data. (1) The peptide sequence is NTQGYFPDWQ. The MHC is HLA-A31:01 with pseudo-sequence HLA-A31:01. The binding affinity (normalized) is 0. (2) The peptide sequence is EYSYYSSMY. The MHC is HLA-A69:01 with pseudo-sequence HLA-A69:01. The binding affinity (normalized) is 0.0847.